This data is from Full USPTO retrosynthesis dataset with 1.9M reactions from patents (1976-2016). The task is: Predict the reactants needed to synthesize the given product. (1) Given the product [CH3:11][C:12]1[N:13]=[C:14]([NH:20][C:21](=[O:22])[C:23]2[CH:28]=[CH:27][N:26]=[CH:25][CH:24]=2)[S:15][C:16]=1[C:17](=[O:18])[NH:10][CH2:9][CH2:8][CH2:7][C:1]1[CH:6]=[CH:5][CH:4]=[CH:3][CH:2]=1, predict the reactants needed to synthesize it. The reactants are: [C:1]1([CH2:7][CH2:8][CH2:9][NH2:10])[CH:6]=[CH:5][CH:4]=[CH:3][CH:2]=1.[CH3:11][C:12]1[N:13]=[C:14]([NH:20][C:21]([C:23]2[CH:28]=[CH:27][N:26]=[CH:25][CH:24]=2)=[O:22])[S:15][C:16]=1[C:17](O)=[O:18]. (2) Given the product [CH:40]1([NH:41][C:30]([CH:28]2[CH2:27][N:26]([C:3]3[CH:4]=[CH:5][C:6]([C:8]4[CH2:12][C:11]([C:17]5[CH:22]=[C:21]([Cl:23])[C:20]([Cl:24])=[C:19]([Cl:25])[CH:18]=5)([C:13]([F:14])([F:16])[F:15])[O:10][N:9]=4)=[CH:7][C:2]=3[Cl:1])[CH2:29]2)=[O:31])[CH2:38][CH2:39]1, predict the reactants needed to synthesize it. The reactants are: [Cl:1][C:2]1[CH:7]=[C:6]([C:8]2[CH2:12][C:11]([C:17]3[CH:22]=[C:21]([Cl:23])[C:20]([Cl:24])=[C:19]([Cl:25])[CH:18]=3)([C:13]([F:16])([F:15])[F:14])[O:10][N:9]=2)[CH:5]=[CH:4][C:3]=1[N:26]1[CH2:29][CH:28]([C:30](O)=[O:31])[CH2:27]1.CCN=C=N[CH2:38][CH2:39][CH2:40][N:41](C)C.Cl.Cl.CCN(C(C)C)C(C)C.C1(N)CC1. (3) Given the product [CH:28]1([C:31]2[C:36]([C:37]3[CH:42]=[CH:41][C:40]([F:43])=[CH:39][CH:38]=3)=[C:35]([F:44])[C:34]([O:45][CH2:46][CH3:47])=[C:33]([CH2:48][N:17]3[CH2:16][C:15]4([CH2:26][C:12]([N:9]5[CH2:8][CH2:7][C:6]([CH3:27])([C:4]([O:3][CH2:1][CH3:2])=[O:5])[CH2:11][CH2:10]5)=[N:13][O:14]4)[CH2:18]3)[CH:32]=2)[CH2:30][CH2:29]1, predict the reactants needed to synthesize it. The reactants are: [CH2:1]([O:3][C:4]([C:6]1([CH3:27])[CH2:11][CH2:10][N:9]([C:12]2[CH2:26][C:15]3([CH2:18][N:17](C(OC(C)(C)C)=O)[CH2:16]3)[O:14][N:13]=2)[CH2:8][CH2:7]1)=[O:5])[CH3:2].[CH:28]1([C:31]2[C:36]([C:37]3[CH:42]=[CH:41][C:40]([F:43])=[CH:39][CH:38]=3)=[C:35]([F:44])[C:34]([O:45][CH2:46][CH3:47])=[C:33]([CH:48]=O)[CH:32]=2)[CH2:30][CH2:29]1. (4) Given the product [C:9]([N:5]1[CH2:6][CH2:7][C@H:2]([CH3:1])[CH2:3][C:4]1=[O:8])([O:11][C:12]([CH3:15])([CH3:14])[CH3:13])=[O:10], predict the reactants needed to synthesize it. The reactants are: [CH3:1][C@H:2]1[CH2:7][CH2:6][NH:5][C:4](=[O:8])[CH2:3]1.[C:9](O[C:9]([O:11][C:12]([CH3:15])([CH3:14])[CH3:13])=[O:10])([O:11][C:12]([CH3:15])([CH3:14])[CH3:13])=[O:10].ClCCl. (5) Given the product [Cl:18][C:14]1[N:13]=[CH:12][C:11]([OH:10])=[CH:16][C:15]=1[CH3:17], predict the reactants needed to synthesize it. The reactants are: C(=O)([O-])[O-].[K+].[K+].C([O:10][C:11]1[CH:12]=[N:13][C:14]([Cl:18])=[C:15]([CH3:17])[CH:16]=1)(=O)C. (6) Given the product [Cl:1][C:2]1[CH:3]=[CH:4][C:5]([CH:8]([CH2:13][NH:17][CH:14]([CH3:16])[CH3:15])[C:9]([O:11][CH3:12])=[O:10])=[CH:6][CH:7]=1, predict the reactants needed to synthesize it. The reactants are: [Cl:1][C:2]1[CH:7]=[CH:6][C:5]([C:8](=[CH2:13])[C:9]([O:11][CH3:12])=[O:10])=[CH:4][CH:3]=1.[CH:14]([NH2:17])([CH3:16])[CH3:15]. (7) Given the product [CH3:27][N:28]1[CH2:33][CH2:32][CH:31]([O:34][C:35]2[CH:40]=[CH:39][C:38]([C:2]3[C:10]4[C:5](=[CH:6][CH:7]=[C:8]([C:11]([NH:13][CH2:14][CH:15]([N:21]5[CH2:26][CH2:25][O:24][CH2:23][CH2:22]5)[C:16]5[CH:20]=[CH:19][S:18][CH:17]=5)=[O:12])[CH:9]=4)[NH:4][N:3]=3)=[CH:37][CH:36]=2)[CH2:30][CH2:29]1, predict the reactants needed to synthesize it. The reactants are: I[C:2]1[C:10]2[C:5](=[CH:6][CH:7]=[C:8]([C:11]([NH:13][CH2:14][CH:15]([N:21]3[CH2:26][CH2:25][O:24][CH2:23][CH2:22]3)[C:16]3[CH:20]=[CH:19][S:18][CH:17]=3)=[O:12])[CH:9]=2)[NH:4][N:3]=1.[CH3:27][N:28]1[CH2:33][CH2:32][CH:31]([O:34][C:35]2[CH:40]=[CH:39][C:38](B3OC(C)(C)C(C)(C)O3)=[CH:37][CH:36]=2)[CH2:30][CH2:29]1. (8) Given the product [OH:11][B:9]1[C:8]2[CH:12]=[C:13]([OH:18])[CH:14]=[C:15]([O:16][CH3:17])[C:7]=2[CH:6]([CH2:5][C:4]([OH:19])=[O:3])[O:10]1, predict the reactants needed to synthesize it. The reactants are: C([O:3][C:4](=[O:19])[CH2:5][CH:6]1[O:10][B:9]([OH:11])[C:8]2[CH:12]=[C:13]([OH:18])[CH:14]=[C:15]([O:16][CH3:17])[C:7]1=2)C.[OH-].[Li+].Cl. (9) Given the product [CH3:1][C:2]1[CH:3]=[C:4]([C:12]2[C:18]3[CH:19]=[C:20]4[O:25][CH2:24][O:23][C:21]4=[CH:22][C:17]=3[CH2:16][C@@H:15]([CH3:26])[N:14]([C:51]([Cl:53])=[S:52])[N:13]=2)[CH:5]=[C:6]([CH3:11])[C:7]=1[N+:8]([O-:10])=[O:9], predict the reactants needed to synthesize it. The reactants are: [CH3:1][C:2]1[CH:3]=[C:4]([C:12]2[C:18]3[CH:19]=[C:20]4[O:25][CH2:24][O:23][C:21]4=[CH:22][C:17]=3[CH2:16][C@@H:15]([CH3:26])[NH:14][N:13]=2)[CH:5]=[C:6]([CH3:11])[C:7]=1[N+:8]([O-:10])=[O:9].CC1CC2C=C3OCOC3=CC=2C(C2C=CC([N+]([O-])=O)=CC=2)=NN1[C:51]([Cl:53])=[S:52]. (10) Given the product [Br:1][C:2]1[CH:3]=[CH:4][C:5]([O:10][CH:23]2[CH2:26][CH2:25][CH2:24]2)=[C:6]([CH:9]=1)[C:7]#[N:8], predict the reactants needed to synthesize it. The reactants are: [Br:1][C:2]1[CH:3]=[CH:4][C:5]([OH:10])=[C:6]([CH:9]=1)[C:7]#[N:8].CN(C=O)C.C(=O)([O-])[O-].[K+].[K+].Br[CH:23]1[CH2:26][CH2:25][CH2:24]1.